This data is from Reaction yield outcomes from USPTO patents with 853,638 reactions. The task is: Predict the reaction yield, written as a fraction of the theoretical maximum amount of product (1.0 means a 100% yield; for example, 0.34 means a 34% yield). (1) The reactants are [N:1]1[CH:6]=[CH:5][CH:4]=[CH:3][CH:2]=1.Cl[C:8]([O:10][CH2:11][CH:12]([CH3:14])[CH3:13])=[O:9].[C:15]1([Mg]Cl)[CH:20]=[CH:19][CH:18]=[CH:17][CH:16]=1.S(=O)(=O)(O)O. The catalyst is [Cu]I.C1COCC1. The product is [CH2:11]([O:10][C:8]([N:1]1[CH:6]=[CH:5][CH:4]([C:15]2[CH:20]=[CH:19][CH:18]=[CH:17][CH:16]=2)[CH:3]=[CH:2]1)=[O:9])[CH:12]([CH3:14])[CH3:13]. The yield is 0.852. (2) The reactants are CN(C(ON1N=NC2C=CC=NC1=2)=[N+](C)C)C.F[P-](F)(F)(F)(F)F.CCN(C(C)C)C(C)C.Cl.[NH2:35][CH2:36][CH2:37][NH:38][C:39](=[O:49])[C:40]1[CH:45]=[CH:44][C:43]([O:46][CH2:47][CH3:48])=[CH:42][CH:41]=1.[CH3:50][N:51]1[C:55]([C:56](O)=[O:57])=[CH:54][C:53]([C:59]2[CH:64]=[CH:63][CH:62]=[CH:61][CH:60]=2)=[N:52]1. The catalyst is C1COCC1. The product is [CH2:47]([O:46][C:43]1[CH:44]=[CH:45][C:40]([C:39]([NH:38][CH2:37][CH2:36][NH:35][C:56]([C:55]2[N:51]([CH3:50])[N:52]=[C:53]([C:59]3[CH:64]=[CH:63][CH:62]=[CH:61][CH:60]=3)[CH:54]=2)=[O:57])=[O:49])=[CH:41][CH:42]=1)[CH3:48]. The yield is 0.300. (3) The reactants are C(OC(N[CH:9]([OH:19])[C@H:10](C)[CH2:11][CH2:12][C:13]1[S:14][CH:15]=[CH:16][CH:17]=1)=O)(C)(C)C.CC(C)([O-])C.[K+].O.[CH3:27][N:28](C)[CH:29]=[O:30]. No catalyst specified. The product is [CH3:27][N:28]1[C@H:10]([CH2:11][CH2:12][C:13]2[S:14][CH:15]=[CH:16][CH:17]=2)[CH2:9][O:19][C:29]1=[O:30]. The yield is 1.00. (4) The reactants are C([O:3][C:4](=[O:33])[CH:5]([C:26]1[CH:27]=[C:28]([CH3:32])[CH:29]=[CH:30][CH:31]=1)[CH2:6][C:7]1[CH:11]=[C:10]([C:12]2[CH:17]=[CH:16][C:15]([Br:18])=[CH:14][CH:13]=2)[N:9]([C:19]2[CH:24]=[CH:23][C:22]([CH3:25])=[CH:21][CH:20]=2)[N:8]=1)C.[Li+].[OH-]. The catalyst is C1COCC1.O. The product is [Br:18][C:15]1[CH:16]=[CH:17][C:12]([C:10]2[N:9]([C:19]3[CH:20]=[CH:21][C:22]([CH3:25])=[CH:23][CH:24]=3)[N:8]=[C:7]([CH2:6][CH:5]([C:26]3[CH:27]=[C:28]([CH3:32])[CH:29]=[CH:30][CH:31]=3)[C:4]([OH:33])=[O:3])[CH:11]=2)=[CH:13][CH:14]=1. The yield is 0.790. (5) The product is [N+:1]([C:4]1[CH:5]=[C:6]([C:10]2[N:11]=[C:12]([CH2:15][N:16]3[CH:20]=[C:19]([C:21]([OH:23])=[O:22])[CH:18]=[N:17]3)[S:13][CH:14]=2)[CH:7]=[CH:8][CH:9]=1)([O-:3])=[O:2]. The catalyst is O1CCCC1CCO.[Cl-].[Na+].O. The yield is 0.980. The reactants are [N+:1]([C:4]1[CH:5]=[C:6]([C:10]2[N:11]=[C:12]([CH2:15][N:16]3[CH:20]=[C:19]([C:21]([O:23]CC)=[O:22])[CH:18]=[N:17]3)[S:13][CH:14]=2)[CH:7]=[CH:8][CH:9]=1)([O-:3])=[O:2].[OH-].[Na+].Cl. (6) The reactants are [Cl:1][C:2]1[C:3]2[CH:14]=[C:13]([Cl:15])[CH:12]=[CH:11][C:4]=2[N:5]([CH3:10])[C:6](=[O:9])[CH2:7][N:8]=1.CC(C)([O-])C.[K+].[Br:22][C:23]1[CH:30]=[CH:29][CH:28]=[CH:27][C:24]=1[CH2:25]Br.N1CCNCC1. The catalyst is O1CCCC1. The product is [Br:22][C:23]1[CH:30]=[CH:29][CH:28]=[CH:27][C:24]=1[CH2:25][CH:7]1[C:6](=[O:9])[N:5]([CH3:10])[C:4]2[CH:11]=[CH:12][C:13]([Cl:15])=[CH:14][C:3]=2[C:2]([Cl:1])=[N:8]1. The yield is 0.650. (7) The catalyst is CCO. The product is [Cl:5][C:6]1[CH:11]=[CH:10][C:9]([C:12]2[CH:13]=[C:14]([C:17]([OH:19])=[O:18])[NH:15][CH:16]=2)=[CH:8][CH:7]=1. The yield is 0.980. The reactants are CCO.O.[Cl:5][C:6]1[CH:11]=[CH:10][C:9]([C:12]2[CH:13]=[C:14]([C:17]([O:19]C)=[O:18])[NH:15][CH:16]=2)=[CH:8][CH:7]=1.[OH-].[Na+]. (8) The reactants are [C:1]([O:5][C:6](=[O:38])[NH:7][C:8]([C:10]1[CH:15]=[CH:14][C:13]([CH2:16][NH:17][C:18]([C@H:20]2[N:24]3[C:25](=[O:37])[C:26]([NH:29][CH2:30][C:31]4C=CC=C[CH:32]=4)=[CH:27][N:28]=[C:23]3[CH2:22][CH2:21]2)=[O:19])=[CH:12][CH:11]=1)=[NH:9])([CH3:4])([CH3:3])[CH3:2].C(OC(=O)NC(C1C=CC(CNC([C@H]2N3C(=O)C(N)=CN=C3CC2)=O)=CC=1)=N)(C)(C)C.C(=O)CC.[BH-](OC(C)=O)(OC(C)=O)OC(C)=O.[Na+]. No catalyst specified. The product is [C:1]([O:5][C:6](=[O:38])[NH:7][C:8]([C:10]1[CH:15]=[CH:14][C:13]([CH2:16][NH:17][C:18]([C@H:20]2[N:24]3[C:25](=[O:37])[C:26]([NH:29][CH2:30][CH2:31][CH3:32])=[CH:27][N:28]=[C:23]3[CH2:22][CH2:21]2)=[O:19])=[CH:12][CH:11]=1)=[NH:9])([CH3:3])([CH3:2])[CH3:4]. The yield is 0.460.